Dataset: NCI-60 drug combinations with 297,098 pairs across 59 cell lines. Task: Regression. Given two drug SMILES strings and cell line genomic features, predict the synergy score measuring deviation from expected non-interaction effect. (1) Drug 1: C1=C(C(=O)NC(=O)N1)F. Drug 2: C1CCC(C(C1)N)N.C(=O)(C(=O)[O-])[O-].[Pt+4]. Cell line: SR. Synergy scores: CSS=61.9, Synergy_ZIP=-8.95, Synergy_Bliss=-14.2, Synergy_Loewe=-13.7, Synergy_HSA=-11.5. (2) Synergy scores: CSS=-8.42, Synergy_ZIP=-0.275, Synergy_Bliss=-6.67, Synergy_Loewe=-21.5, Synergy_HSA=-10.5. Drug 1: CN(C)C1=NC(=NC(=N1)N(C)C)N(C)C. Cell line: CCRF-CEM. Drug 2: C1=NC(=NC(=O)N1C2C(C(C(O2)CO)O)O)N. (3) Drug 1: C1=CC=C(C=C1)NC(=O)CCCCCCC(=O)NO. Drug 2: C1CC(=O)NC(=O)C1N2C(=O)C3=CC=CC=C3C2=O. Cell line: HCT116. Synergy scores: CSS=27.2, Synergy_ZIP=-0.416, Synergy_Bliss=3.72, Synergy_Loewe=-16.5, Synergy_HSA=-0.232. (4) Drug 1: CC1CCC2CC(C(=CC=CC=CC(CC(C(=O)C(C(C(=CC(C(=O)CC(OC(=O)C3CCCCN3C(=O)C(=O)C1(O2)O)C(C)CC4CCC(C(C4)OC)OCCO)C)C)O)OC)C)C)C)OC. Drug 2: CN(C(=O)NC(C=O)C(C(C(CO)O)O)O)N=O. Cell line: SF-268. Synergy scores: CSS=1.93, Synergy_ZIP=-0.825, Synergy_Bliss=1.33, Synergy_Loewe=1.52, Synergy_HSA=0.647. (5) Drug 1: C1=CC=C(C=C1)NC(=O)CCCCCCC(=O)NO. Drug 2: CC1=C(N=C(N=C1N)C(CC(=O)N)NCC(C(=O)N)N)C(=O)NC(C(C2=CN=CN2)OC3C(C(C(C(O3)CO)O)O)OC4C(C(C(C(O4)CO)O)OC(=O)N)O)C(=O)NC(C)C(C(C)C(=O)NC(C(C)O)C(=O)NCCC5=NC(=CS5)C6=NC(=CS6)C(=O)NCCC[S+](C)C)O. Cell line: T-47D. Synergy scores: CSS=20.9, Synergy_ZIP=-0.561, Synergy_Bliss=0.668, Synergy_Loewe=5.72, Synergy_HSA=5.32. (6) Drug 1: C1CNP(=O)(OC1)N(CCCl)CCCl. Drug 2: CCC1(C2=C(COC1=O)C(=O)N3CC4=CC5=C(C=CC(=C5CN(C)C)O)N=C4C3=C2)O.Cl. Cell line: CAKI-1. Synergy scores: CSS=-4.89, Synergy_ZIP=-9.48, Synergy_Bliss=-22.3, Synergy_Loewe=-62.4, Synergy_HSA=-29.4. (7) Drug 1: C1CN1C2=NC(=NC(=N2)N3CC3)N4CC4. Drug 2: CC1=C(N=C(N=C1N)C(CC(=O)N)NCC(C(=O)N)N)C(=O)NC(C(C2=CN=CN2)OC3C(C(C(C(O3)CO)O)O)OC4C(C(C(C(O4)CO)O)OC(=O)N)O)C(=O)NC(C)C(C(C)C(=O)NC(C(C)O)C(=O)NCCC5=NC(=CS5)C6=NC(=CS6)C(=O)NCCC[S+](C)C)O. Cell line: UACC62. Synergy scores: CSS=31.9, Synergy_ZIP=-4.95, Synergy_Bliss=-2.60, Synergy_Loewe=-11.7, Synergy_HSA=-0.790.